Dataset: Catalyst prediction with 721,799 reactions and 888 catalyst types from USPTO. Task: Predict which catalyst facilitates the given reaction. The catalyst class is: 8. Reactant: Br[C:2]1[CH:3]=C[C:5](O)=[C:6]([C:8]2[CH:17]=[CH:16][C:15]3[C:10](=[CH:11][CH:12]=[C:13]([C:18]4[N:22]([CH:23]5[CH2:28][CH2:27][CH2:26][CH2:25][CH2:24]5)[C:21]5[CH:29]=[CH:30][C:31]([C:33]([OH:35])=[O:34])=[CH:32][C:20]=5[N:19]=4)[CH:14]=3)[N:9]=2)[CH:7]=1.[N:37]1C=CC=C(C(=O)C)C=1.[OH-].[K+]. Product: [CH:23]1([N:22]2[C:21]3[CH:29]=[CH:30][C:31]([C:33]([OH:35])=[O:34])=[CH:32][C:20]=3[N:19]=[C:18]2[C:13]2[CH:14]=[C:15]3[C:10](=[CH:11][CH:12]=2)[N:9]=[C:8]([C:6]2[CH:5]=[N:37][CH:3]=[CH:2][CH:7]=2)[CH:17]=[CH:16]3)[CH2:28][CH2:27][CH2:26][CH2:25][CH2:24]1.